From a dataset of Forward reaction prediction with 1.9M reactions from USPTO patents (1976-2016). Predict the product of the given reaction. Given the reactants [CH3:1][C:2]1[CH:15]=[C:14]([N+:16]([O-:18])=[O:17])[CH:13]=[CH:12][C:3]=1[O:4][C:5]1[CH:6]=[C:7]([OH:11])[CH:8]=[CH:9][CH:10]=1.[F:19][C:20]([F:24])([F:23])[CH2:21]I.C(=O)([O-])[O-].[K+].[K+], predict the reaction product. The product is: [CH3:1][C:2]1[CH:15]=[C:14]([N+:16]([O-:18])=[O:17])[CH:13]=[CH:12][C:3]=1[O:4][C:5]1[CH:10]=[CH:9][CH:8]=[C:7]([O:11][CH2:21][C:20]([F:24])([F:23])[F:19])[CH:6]=1.